Task: Predict which catalyst facilitates the given reaction.. Dataset: Catalyst prediction with 721,799 reactions and 888 catalyst types from USPTO (1) Reactant: C(O[C:6](=O)[N:7]([C:9]1[CH:10]=[N:11][CH:12]=[C:13]([C:15]([C:17]2[C:25]3[CH:24]=[N:23][CH:22]=[N:21][C:20]=3[N:19]([C:26]([CH3:29])([CH3:28])[CH3:27])[CH:18]=2)=[O:16])[CH:14]=1)C)(C)(C)C.Cl. Product: [C:26]([N:19]1[C:20]2[N:21]=[CH:22][N:23]=[CH:24][C:25]=2[C:17]([C:15]([C:13]2[CH:12]=[N:11][CH:10]=[C:9]([NH:7][CH3:6])[CH:14]=2)=[O:16])=[CH:18]1)([CH3:29])([CH3:28])[CH3:27]. The catalyst class is: 12. (2) The catalyst class is: 2. Reactant: [F:1][C:2]1[CH:3]=[CH:4][C:5]([NH:8][NH2:9])=[N:6][CH:7]=1.[CH3:10][C@H:11]1[CH2:16][CH2:15][CH2:14][C@@H:13]([CH3:17])[N:12]1[C:18](Cl)=[O:19].CCN(C(C)C)C(C)C.O. Product: [F:1][C:2]1[CH:3]=[CH:4][C:5]([NH:8][NH:9][C:18]([N:12]2[C@H:13]([CH3:17])[CH2:14][CH2:15][CH2:16][C@@H:11]2[CH3:10])=[O:19])=[N:6][CH:7]=1.